From a dataset of Full USPTO retrosynthesis dataset with 1.9M reactions from patents (1976-2016). Predict the reactants needed to synthesize the given product. (1) Given the product [Cl:1][C:2]1[CH:3]=[C:4]([CH:26]=[CH:27][CH:28]=1)[CH2:5][NH:6][C:7]([C:9]1[CH:25]=[CH:24][C:12]2[S:13][C:14]3[CH:22]=[CH:21][C:20]([F:23])=[CH:19][C:15]=3[C:16]([CH:29]3[CH2:34][CH2:33][CH2:32][CH2:31][CH2:30]3)=[N:17][C:11]=2[CH:10]=1)=[O:8], predict the reactants needed to synthesize it. The reactants are: [Cl:1][C:2]1[CH:3]=[C:4]([CH:26]=[CH:27][CH:28]=1)[CH2:5][NH:6][C:7]([C:9]1[CH:25]=[CH:24][C:12]2[S:13][C:14]3[CH:22]=[CH:21][C:20]([F:23])=[CH:19][C:15]=3[C:16](Cl)=[N:17][C:11]=2[CH:10]=1)=[O:8].[CH:29]1([Mg]Cl)[CH2:34][CH2:33][CH2:32][CH2:31][CH2:30]1. (2) Given the product [Cl:17][C:8]1[N:9]=[C:10]([N:11]2[CH2:16][CH2:15][O:14][CH2:13][CH2:12]2)[C:5]2[S:4][CH:3]=[C:2]([CH:19]=[CH2:20])[C:6]=2[N:7]=1, predict the reactants needed to synthesize it. The reactants are: Br[C:2]1[C:6]2[N:7]=[C:8]([Cl:17])[N:9]=[C:10]([N:11]3[CH2:16][CH2:15][O:14][CH2:13][CH2:12]3)[C:5]=2[S:4][CH:3]=1.O1CCO[CH2:20][CH2:19]1. (3) Given the product [C:26]([O:25][C:23]([N:20]1[CH2:21][CH2:22][N:17]([C:3]2[CH:4]=[CH:5][C:6]([CH2:8][C:33]([OH:35])=[O:34])=[CH:7][C:2]=2[F:1])[CH2:18][CH2:19]1)=[O:24])([CH3:27])([CH3:29])[CH3:28], predict the reactants needed to synthesize it. The reactants are: [F:1][C:2]1[CH:7]=[C:6]([CH2:8]C(N2CCOCC2)=S)[CH:5]=[CH:4][C:3]=1[N:17]1[CH2:22][CH2:21][N:20]([C:23]([O:25][C:26]([CH3:29])([CH3:28])[CH3:27])=[O:24])[CH2:19][CH2:18]1.Cl.[OH-].[Na+].[C:33](OC(OC(C)(C)C)=O)([O:35]C(C)(C)C)=[O:34]. (4) Given the product [Cl:1][C:2]1[C:7]([F:8])=[C:6]([CH3:9])[C:5]([C:12]#[C:11][Si:13]([CH3:16])([CH3:15])[CH3:14])=[CH:4][N:3]=1, predict the reactants needed to synthesize it. The reactants are: [Cl:1][C:2]1[C:7]([F:8])=[C:6]([CH3:9])[C:5](I)=[CH:4][N:3]=1.[C:11]([Si:13]([CH3:16])([CH3:15])[CH3:14])#[CH:12].C(N(CC)C(C)C)(C)C. (5) Given the product [NH2:1][C:2]1[CH:10]=[CH:9][C:5]([C:6]([N:28]2[CH2:27][CH2:26][N:25]([CH2:24][C:20]3[CH:19]=[C:18]([CH:23]=[CH:22][CH:21]=3)[C:17]([NH:16][C:12]([CH3:14])([CH3:15])[CH3:13])=[O:31])[CH2:30][CH2:29]2)=[O:8])=[CH:4][C:3]=1[CH3:11], predict the reactants needed to synthesize it. The reactants are: [NH2:1][C:2]1[CH:10]=[CH:9][C:5]([C:6]([OH:8])=O)=[CH:4][C:3]=1[CH3:11].[C:12]([NH:16][C:17](=[O:31])[C:18]1[CH:23]=[CH:22][CH:21]=[C:20]([CH2:24][N:25]2[CH2:30][CH2:29][NH:28][CH2:27][CH2:26]2)[CH:19]=1)([CH3:15])([CH3:14])[CH3:13].C(N(CC)CC)C.CCCP1(OP(CCC)(=O)OP(CCC)(=O)O1)=O. (6) Given the product [CH3:9][O:8][C:6]1[CH:5]=[CH:4][C:3]2[N:10]=[C:11]([C@@H:13]3[CH2:17][C:16](=[CH2:18])[CH2:15][N:14]3[C:19]([O:21][C:22]([CH3:25])([CH3:24])[CH3:23])=[O:20])[NH:1][C:2]=2[CH:7]=1, predict the reactants needed to synthesize it. The reactants are: [NH2:1][C:2]1[CH:7]=[C:6]([O:8][CH3:9])[CH:5]=[CH:4][C:3]=1[NH:10][C:11]([C@@H:13]1[CH2:17][C:16](=[CH2:18])[CH2:15][N:14]1[C:19]([O:21][C:22]([CH3:25])([CH3:24])[CH3:23])=[O:20])=O.CC(O)=O. (7) Given the product [CH3:1][C:2]1[N:12]([CH2:13][C:14]2[CH:19]=[CH:18][C:17]([NH:20][CH2:21][CH:22]3[CH2:23][CH2:24][N:25]([CH:31]4[CH2:32][CH2:33][O:28][CH2:29][CH2:30]4)[CH2:26][CH2:27]3)=[CH:16][CH:15]=2)[C:5]2=[N:6][C:7]([CH3:11])=[CH:8][C:9]([CH3:10])=[C:4]2[N:3]=1, predict the reactants needed to synthesize it. The reactants are: [CH3:1][C:2]1[N:12]([CH2:13][C:14]2[CH:19]=[CH:18][C:17]([NH:20][CH2:21][CH:22]3[CH2:27][CH2:26][NH:25][CH2:24][CH2:23]3)=[CH:16][CH:15]=2)[C:5]2=[N:6][C:7]([CH3:11])=[CH:8][C:9]([CH3:10])=[C:4]2[N:3]=1.[O:28]1[CH2:33][CH2:32][C:31](=O)[CH2:30][CH2:29]1.C(O[BH-](OC(=O)C)OC(=O)C)(=O)C.[Na+].[OH-].[Na+]. (8) Given the product [CH2:29]([O:28][C:26]([C:20]1[NH:19][C:7]([CH3:8])=[C:6]([CH2:5][C:4]([O:3][CH2:1][CH3:2])=[O:13])[C:21]=1[CH3:14])=[O:27])[CH3:30], predict the reactants needed to synthesize it. The reactants are: [CH2:1]([O:3][C:4](=[O:13])[CH2:5][CH:6](C(=O)C)[C:7](=O)[CH3:8])[CH3:2].[C:14](O)(=O)C.Cl.[NH2:19][CH:20]([C:26]([O:28][CH2:29][CH3:30])=[O:27])[C:21](OCC)=O.C([O-])(=O)C.[Na+].